This data is from Full USPTO retrosynthesis dataset with 1.9M reactions from patents (1976-2016). The task is: Predict the reactants needed to synthesize the given product. Given the product [CH:32]1([C:2]2[C:3]([CH:22]3[CH2:25][CH:24]([CH2:26][C:27]([CH3:30])([CH3:29])[CH3:28])[CH2:23]3)=[N:4][O:5][C:6]=2[C@@H:7]([CH2:16][CH2:17][C:18]([O:20][CH3:21])=[O:19])[CH2:8][C:9]([O:11][C:12]([CH3:15])([CH3:14])[CH3:13])=[O:10])[CH2:34][CH2:33]1, predict the reactants needed to synthesize it. The reactants are: Br[C:2]1[C:3]([CH:22]2[CH2:25][CH:24]([CH2:26][C:27]([CH3:30])([CH3:29])[CH3:28])[CH2:23]2)=[N:4][O:5][C:6]=1[C@@H:7]([CH2:16][CH2:17][C:18]([O:20][CH3:21])=[O:19])[CH2:8][C:9]([O:11][C:12]([CH3:15])([CH3:14])[CH3:13])=[O:10].O.[CH:32]1(B(O)O)[CH2:34][CH2:33]1.P([O-])([O-])([O-])=O.[K+].[K+].[K+].